From a dataset of Reaction yield outcomes from USPTO patents with 853,638 reactions. Predict the reaction yield, written as a fraction of the theoretical maximum amount of product (1.0 means a 100% yield; for example, 0.34 means a 34% yield). (1) The reactants are [CH3:1][O:2][C:3]1[CH:4]=[C:5]([CH:7]=[CH:8][CH:9]=1)[NH2:6].[C:10](OC(=O)C)(=[O:12])[CH3:11]. The catalyst is O1CCCC1. The product is [CH3:11][C:10]([NH:6][C:5]1[CH:7]=[CH:8][CH:9]=[C:3]([O:2][CH3:1])[CH:4]=1)=[O:12]. The yield is 0.990. (2) The reactants are [CH3:1][O:2][C:3]1[CH:4]=[C:5]([CH:7]=[CH:8][CH:9]=1)[NH2:6].[C:10](OC(=O)C)(=[O:12])[CH3:11]. The catalyst is O1CCCC1. The product is [CH3:11][C:10]([NH:6][C:5]1[CH:7]=[CH:8][CH:9]=[C:3]([O:2][CH3:1])[CH:4]=1)=[O:12]. The yield is 0.990. (3) The reactants are [CH:1]1([CH:7]([NH:24][C:25]2[CH:30]=[CH:29][C:28]([C:31]([NH:33][CH2:34][CH2:35][C:36]([O:38]CC)=[O:37])=[O:32])=[CH:27][CH:26]=2)[C:8]2[O:9][C:10]3[CH:17]=[CH:16][C:15]([O:18][CH2:19][CH2:20][CH2:21][S:22][CH3:23])=[CH:14][C:11]=3[C:12]=2[CH3:13])[CH2:6][CH2:5][CH2:4][CH2:3][CH2:2]1.[OH-].[Na+]. The catalyst is C(O)C. The product is [CH:1]1([CH:7]([NH:24][C:25]2[CH:30]=[CH:29][C:28]([C:31]([NH:33][CH2:34][CH2:35][C:36]([OH:38])=[O:37])=[O:32])=[CH:27][CH:26]=2)[C:8]2[O:9][C:10]3[CH:17]=[CH:16][C:15]([O:18][CH2:19][CH2:20][CH2:21][S:22][CH3:23])=[CH:14][C:11]=3[C:12]=2[CH3:13])[CH2:2][CH2:3][CH2:4][CH2:5][CH2:6]1. The yield is 0.310. (4) The reactants are [CH3:1][C:2]1[S:23][C:5]2=[N:6][C:7]([CH3:22])=[C:8]([CH2:17][C:18]([O:20][CH3:21])=[O:19])[C:9]([C:10]3[CH:15]=[CH:14][C:13]([CH3:16])=[CH:12][CH:11]=3)=[C:4]2[C:3]=1[CH3:24].[Li+].C[Si]([N-][Si](C)(C)C)(C)C.[CH2:35]1[CH2:39]OC[CH2:36]1.ICCC. The catalyst is CN(C=O)C. The product is [CH3:1][C:2]1[S:23][C:5]2=[N:6][C:7]([CH3:22])=[C:8]([CH:17]([CH2:36][CH2:35][CH3:39])[C:18]([O:20][CH3:21])=[O:19])[C:9]([C:10]3[CH:11]=[CH:12][C:13]([CH3:16])=[CH:14][CH:15]=3)=[C:4]2[C:3]=1[CH3:24]. The yield is 0.580.